Dataset: Reaction yield outcomes from USPTO patents with 853,638 reactions. Task: Predict the reaction yield, written as a fraction of the theoretical maximum amount of product (1.0 means a 100% yield; for example, 0.34 means a 34% yield). (1) The reactants are [N+:1]([C:4]1[C:12]([N+:13]([O-])=O)=[CH:11][C:7]2[O:8][CH2:9][O:10][C:6]=2[CH:5]=1)([O-:3])=[O:2]. The catalyst is C(O)(=O)C. The product is [N+:1]([C:4]1[C:12]([NH2:13])=[CH:11][C:7]2[O:8][CH2:9][O:10][C:6]=2[CH:5]=1)([O-:3])=[O:2]. The yield is 0.840. (2) The reactants are [CH3:1][N:2]1[CH:6]=[C:5]([CH3:7])[C:4]([C:8]([OH:10])=O)=[N:3]1.S(Cl)(Cl)=O.[NH2:15][C:16]1[CH:17]=[C:18]([CH:35]=[CH:36][C:37]=1[F:38])[O:19][C:20]1[CH:21]=[CH:22][C:23]2[N:24]([CH:26]=[C:27]([NH:29][C:30]([CH:32]3[CH2:34][CH2:33]3)=[O:31])[N:28]=2)[N:25]=1.C(=O)([O-])O.[Na+]. The catalyst is O1CCCC1.CN(C)C=O.CN(C)C(=O)C. The product is [CH:32]1([C:30]([NH:29][C:27]2[N:28]=[C:23]3[CH:22]=[CH:21][C:20]([O:19][C:18]4[CH:35]=[CH:36][C:37]([F:38])=[C:16]([NH:15][C:8]([C:4]5[C:5]([CH3:7])=[CH:6][N:2]([CH3:1])[N:3]=5)=[O:10])[CH:17]=4)=[N:25][N:24]3[CH:26]=2)=[O:31])[CH2:33][CH2:34]1. The yield is 0.630. (3) The reactants are [Br:1][C:2]1[CH:10]=[C:9]2[C:5]([CH2:6][C:7]3([CH2:30][CH2:29][CH:28]([O:31][CH3:32])[CH2:27][CH2:26]3)[C:8]2([NH:16][S:17]([CH2:20][CH2:21][Si:22]([CH3:25])([CH3:24])[CH3:23])(=[O:19])=[O:18])[C:11]([O:13][CH2:14][CH3:15])=C)=[CH:4][CH:3]=1.C[O:34]C1C=CC(P2(SP(C3C=CC(OC)=CC=3)(=S)S2)=S)=CC=1. The yield is 0.700. The product is [Br:1][C:2]1[CH:10]=[C:9]2[C:5]([CH2:6][C:7]3([CH2:30][CH2:29][CH:28]([O:31][CH3:32])[CH2:27][CH2:26]3)[C:8]2([NH:16][S:17]([CH2:20][CH2:21][Si:22]([CH3:25])([CH3:24])[CH3:23])(=[O:18])=[O:19])[C:11]([O:13][CH2:14][CH3:15])=[O:34])=[CH:4][CH:3]=1. The catalyst is C1(C)C=CC=CC=1. (4) The reactants are CC1C=C(N2CCN(CC3C=CC(C(F)(F)F)=CC=3)C2=O)SC=1C(OCC)=O.[N:29]1[O:30][N:31]=[C:32]2[CH:37]=[C:36]([CH2:38][N:39]3[CH2:43][CH2:42][N:41]([C:44]4[S:45][C:46]([C:50]([O:52]CC)=[O:51])=[C:47]([CH3:49])[N:48]=4)[C:40]3=[O:55])[CH:35]=[CH:34][C:33]=12. No catalyst specified. The product is [N:29]1[O:30][N:31]=[C:32]2[CH:37]=[C:36]([CH2:38][N:39]3[CH2:43][CH2:42][N:41]([C:44]4[S:45][C:46]([C:50]([OH:52])=[O:51])=[C:47]([CH3:49])[N:48]=4)[C:40]3=[O:55])[CH:35]=[CH:34][C:33]=12. The yield is 0.890. (5) The reactants are [N:1]1([C:8]2[N:9]([C:19]3[CH:24]=[CH:23][CH:22]=[CH:21][CH:20]=3)[C:10]3[C:15]([C:16]=2[CH:17]=[O:18])=[CH:14][CH:13]=[CH:12][CH:11]=3)[CH2:7][CH2:6][CH2:5][NH:4][CH2:3][CH2:2]1.[CH2:25]([CH:27]1[O:29][CH2:28]1)Br.C(=O)([O-])[O-].[K+].[K+]. The catalyst is C(#N)C. The product is [O:29]1[CH2:28][CH:27]1[CH2:25][N:4]1[CH2:5][CH2:6][CH2:7][N:1]([C:8]2[N:9]([C:19]3[CH:24]=[CH:23][CH:22]=[CH:21][CH:20]=3)[C:10]3[C:15]([C:16]=2[CH:17]=[O:18])=[CH:14][CH:13]=[CH:12][CH:11]=3)[CH2:2][CH2:3]1. The yield is 0.410. (6) The reactants are CN(C(ON1N=NC2C=CC=CC1=2)=[N+](C)C)C.[B-](F)(F)(F)F.[C:23]([O:27][C:28]([NH:30][CH:31]([C:35]([F:38])([F:37])[F:36])[C:32]([OH:34])=O)=[O:29])([CH3:26])([CH3:25])[CH3:24].C[N:40]1[CH2:45][CH2:44][O:43]C[CH2:41]1.Cl.OC1CN(O)C1. The catalyst is C(Cl)Cl. The product is [F:36][C:35]([F:38])([F:37])[CH:31]([NH:30][C:28](=[O:29])[O:27][C:23]([CH3:24])([CH3:25])[CH3:26])[C:32]([N:40]1[CH2:45][CH:44]([OH:43])[CH2:41]1)=[O:34]. The yield is 0.970.